This data is from Forward reaction prediction with 1.9M reactions from USPTO patents (1976-2016). The task is: Predict the product of the given reaction. Given the reactants [OH:1][CH2:2][C:3]1[S:4][C:5]2[C:11]3[C:12]([C:15]([OH:17])=O)=[N:13][NH:14][C:10]=3[CH:9]=[CH:8][C:6]=2[N:7]=1.[F:18][C:19]1[CH:25]=[CH:24][C:22]([NH2:23])=[CH:21][CH:20]=1, predict the reaction product. The product is: [F:18][C:19]1[CH:25]=[CH:24][C:22]([NH:23][C:15]([C:12]2[C:11]3[C:5]4[S:4][C:3]([CH2:2][OH:1])=[N:7][C:6]=4[CH:8]=[CH:9][C:10]=3[NH:14][N:13]=2)=[O:17])=[CH:21][CH:20]=1.